From a dataset of Reaction yield outcomes from USPTO patents with 853,638 reactions. Predict the reaction yield, written as a fraction of the theoretical maximum amount of product (1.0 means a 100% yield; for example, 0.34 means a 34% yield). (1) The reactants are [C:1]([OH:9])(=O)[C:2]1[CH:7]=[CH:6][CH:5]=[CH:4][CH:3]=1.CN(C(ON1N=NC2C=CC=NC1=2)=[N+](C)C)C.F[P-](F)(F)(F)(F)F.C(N(C(C)C)CC)(C)C.[N:43]1([CH:59]2[CH2:64][CH2:63][NH:62][CH2:61][CH2:60]2)[CH2:48][CH2:47][CH:46]([N:49]2[C@H:53]3[CH2:54][CH2:55][CH2:56][CH2:57][C@H:52]3[NH:51][C:50]2=[O:58])[CH2:45][CH2:44]1. The catalyst is CN(C=O)C. The product is [C:1]([N:62]1[CH2:63][CH2:64][CH:59]([N:43]2[CH2:44][CH2:45][CH:46]([N:49]3[C@H:53]4[CH2:54][CH2:55][CH2:56][CH2:57][C@H:52]4[NH:51][C:50]3=[O:58])[CH2:47][CH2:48]2)[CH2:60][CH2:61]1)(=[O:9])[C:2]1[CH:3]=[CH:4][CH:5]=[CH:6][CH:7]=1. The yield is 0.410. (2) The reactants are [F:1][C:2]1[CH:7]=[C:6]([F:8])[CH:5]=[CH:4][C:3]=1[CH:9]1[CH2:14][CH2:13][NH:12][CH2:11][CH2:10]1.[CH:15](O)=O.C=O. The catalyst is O. The product is [F:1][C:2]1[CH:7]=[C:6]([F:8])[CH:5]=[CH:4][C:3]=1[CH:9]1[CH2:10][CH2:11][N:12]([CH3:15])[CH2:13][CH2:14]1. The yield is 0.690. (3) The reactants are [CH3:1][C@@H:2]1[N:13]([CH3:14])[C:12](=[O:15])[C@H:11]([CH2:16][C:17](O)=[O:18])[CH2:10][CH:9]=[CH:8][CH2:7][CH2:6][C:5](=[O:20])[O:4][C@@H:3]1[C:21]1[CH:26]=[CH:25][CH:24]=[CH:23][CH:22]=1.[F:27][C:28]([F:34])([F:33])[CH2:29][CH2:30][CH2:31][NH2:32].CO.C(Cl)Cl. The catalyst is CN(C=O)C. The product is [CH3:1][C@@H:2]1[N:13]([CH3:14])[C:12](=[O:15])[C@H:11]([CH2:16][C:17]([NH:32][CH2:31][CH2:30][CH2:29][C:28]([F:34])([F:33])[F:27])=[O:18])[CH2:10][CH:9]=[CH:8][CH2:7][CH2:6][C:5](=[O:20])[O:4][C@@H:3]1[C:21]1[CH:22]=[CH:23][CH:24]=[CH:25][CH:26]=1. The yield is 0.920. (4) The reactants are [CH2:1]([O:8][C:9]1[CH:10]=[CH:11][C:12]([C:20](=[O:23])[CH2:21][Br:22])=[C:13]2[C:18]=1[NH:17][C:16](=[O:19])[CH:15]=[CH:14]2)[C:2]1[CH:7]=[CH:6][CH:5]=[CH:4][CH:3]=1.O1CCCC1.B.CO. The catalyst is C1(C)C=CC=CC=1. The product is [CH2:1]([O:8][C:9]1[CH:10]=[CH:11][C:12]([C@@H:20]([OH:23])[CH2:21][Br:22])=[C:13]2[C:18]=1[NH:17][C:16](=[O:19])[CH:15]=[CH:14]2)[C:2]1[CH:3]=[CH:4][CH:5]=[CH:6][CH:7]=1. The yield is 0.810. (5) The product is [C:1]([C:3]1[CH:13]=[CH:12][C:6]([C:7]([NH:15][NH2:16])=[O:8])=[CH:5][CH:4]=1)#[N:2]. The yield is 0.900. The reactants are [C:1]([C:3]1[CH:13]=[CH:12][C:6]([C:7](OCC)=[O:8])=[CH:5][CH:4]=1)#[N:2].O.[NH2:15][NH2:16]. The catalyst is C(O)C. (6) The reactants are C(Cl)(=O)C(Cl)=O.Cl.[CH3:8][N:9]([CH3:16])[CH2:10][CH2:11][CH2:12][C:13](O)=[O:14].[OH:17][C:18]([C:28]1[CH:33]=[CH:32][C:31]([N+:34]([O-])=O)=[CH:30][CH:29]=1)([CH3:27])[CH2:19][NH:20][S:21]([CH:24]([CH3:26])[CH3:25])(=[O:23])=[O:22].C(N(CC)CC)C. The catalyst is C(Cl)Cl.CN(C=O)C.C1COCC1. The product is [CH3:8][N:9]([CH3:16])[CH2:10][CH2:11][CH2:12][C:13]([NH:34][C:31]1[CH:30]=[CH:29][C:28]([C:18]([OH:17])([CH3:27])[CH2:19][NH:20][S:21]([CH:24]([CH3:25])[CH3:26])(=[O:23])=[O:22])=[CH:33][CH:32]=1)=[O:14]. The yield is 0.510. (7) The reactants are C[O:2][C:3]1[C:8]([C:9]2[CH:14]=[CH:13][C:12]([O:15]C)=[CH:11][CH:10]=2)=[CH:7][C:6]([C:17]([C:20]2[CH:25]=[C:24]([C:26]3[CH:31]=[CH:30][C:29]([O:32]C)=[CH:28][CH:27]=3)[C:23]([O:34]C)=[C:22]([C:36]3[CH:41]=[CH:40][C:39]([O:42]C)=[CH:38][CH:37]=3)[CH:21]=2)([CH3:19])[CH3:18])=[CH:5][C:4]=1[C:44]1[CH:49]=[CH:48][C:47]([O:50]C)=[CH:46][CH:45]=1.B(Br)(Br)Br.[OH-].[Na+]. The catalyst is ClCCl. The product is [OH:2][C:3]1[C:4]([C:44]2[CH:49]=[CH:48][C:47]([OH:50])=[CH:46][CH:45]=2)=[CH:5][C:6]([C:17]([C:20]2[CH:21]=[C:22]([C:36]3[CH:37]=[CH:38][C:39]([OH:42])=[CH:40][CH:41]=3)[C:23]([OH:34])=[C:24]([C:26]3[CH:31]=[CH:30][C:29]([OH:32])=[CH:28][CH:27]=3)[CH:25]=2)([CH3:19])[CH3:18])=[CH:7][C:8]=1[C:9]1[CH:10]=[CH:11][C:12]([OH:15])=[CH:13][CH:14]=1. The yield is 0.898. (8) The reactants are C1([NH:7][C:8]([C:10]2[C:11](=[O:22])[N:12]([CH3:21])[C:13]3[C:18]([C:19]=2O)=[CH:17][CH:16]=[CH:15][CH:14]=3)=O)CCCCC1.P(Cl)(Cl)([Cl:25])=O. No catalyst specified. The product is [Cl:25][C:19]1[C:18]2[C:13](=[CH:14][CH:15]=[CH:16][CH:17]=2)[N:12]([CH3:21])[C:11](=[O:22])[C:10]=1[C:8]#[N:7]. The yield is 0.820.